From a dataset of NCI-60 drug combinations with 297,098 pairs across 59 cell lines. Regression. Given two drug SMILES strings and cell line genomic features, predict the synergy score measuring deviation from expected non-interaction effect. Drug 1: C1=CC(=CC=C1CC(C(=O)O)N)N(CCCl)CCCl.Cl. Synergy scores: CSS=1.30, Synergy_ZIP=-4.63, Synergy_Bliss=1.61, Synergy_Loewe=-13.0, Synergy_HSA=-2.25. Cell line: SF-268. Drug 2: C1CC(=O)NC(=O)C1N2C(=O)C3=CC=CC=C3C2=O.